This data is from Forward reaction prediction with 1.9M reactions from USPTO patents (1976-2016). The task is: Predict the product of the given reaction. (1) The product is: [F:1][C:2]1[N:10]=[C:9]2[C:5]([NH:6][C:7]([CH2:11][C:12]3[CH:13]=[C:14]([O:20][CH3:21])[C:15]([O:18][CH3:19])=[CH:16][C:17]=3[Cl:30])=[N:8]2)=[C:4]([NH2:22])[N:3]=1. Given the reactants [F:1][C:2]1[N:10]=[C:9]2[C:5]([NH:6][C:7]([CH2:11][C:12]3[CH:17]=[CH:16][C:15]([O:18][CH3:19])=[C:14]([O:20][CH3:21])[CH:13]=3)=[N:8]2)=[C:4]([NH2:22])[N:3]=1.C1C(=O)N([Cl:30])C(=O)C1, predict the reaction product. (2) Given the reactants [CH2:1]([O:5][C:6]([N:8]1[CH2:13][CH2:12][N:11]([C:14](=[O:26])[C@@H:15]([NH:18]C(OC(C)(C)C)=O)[CH2:16][F:17])[CH2:10][CH2:9]1)=[O:7])[CH2:2][CH2:3][CH3:4].C(O)(C(F)(F)F)=O, predict the reaction product. The product is: [CH2:1]([O:5][C:6]([N:8]1[CH2:9][CH2:10][N:11]([C:14](=[O:26])[C@@H:15]([NH2:18])[CH2:16][F:17])[CH2:12][CH2:13]1)=[O:7])[CH2:2][CH2:3][CH3:4]. (3) Given the reactants [Br:1][C:2]1[S:10][C:9]2[C:8]([C:11]#[N:12])=[CH:7][N:6]=[C:5](Cl)[C:4]=2[CH:3]=1.[NH2:14][C@H:15]1[CH2:20][CH2:19][CH2:18][N:17]([C:21]([O:23][C:24]([CH3:27])([CH3:26])[CH3:25])=[O:22])[CH2:16]1.C(=O)([O-])[O-].[K+].[K+].O, predict the reaction product. The product is: [C:11]([C:8]1[C:9]2[S:10][C:2]([Br:1])=[CH:3][C:4]=2[C:5]([NH:14][C@H:15]2[CH2:20][CH2:19][CH2:18][N:17]([C:21]([O:23][C:24]([CH3:27])([CH3:26])[CH3:25])=[O:22])[CH2:16]2)=[N:6][CH:7]=1)#[N:12]. (4) Given the reactants O[Li].O.[CH3:4][C:5]1[N:10]=[N:9][CH:8]=[C:7]([C:11]2[S:15][C:14]([C:16]([O:18]C)=[O:17])=[CH:13][CH:12]=2)[CH:6]=1, predict the reaction product. The product is: [CH3:4][C:5]1[N:10]=[N:9][CH:8]=[C:7]([C:11]2[S:15][C:14]([C:16]([OH:18])=[O:17])=[CH:13][CH:12]=2)[CH:6]=1. (5) The product is: [Cl:4][C:5]1[C:9]([Cl:10])=[C:8]([CH3:11])[NH:7][C:6]=1[C:12]([NH:14][CH:15]1[CH2:16][CH2:17][N:18]([C:21]2[C:30]3[C:25](=[CH:26][CH:27]=[CH:28][CH:29]=3)[CH:24]=[C:23]([C:31]([OH:33])=[O:32])[N:22]=2)[CH2:19][CH2:20]1)=[O:13]. Given the reactants O.[OH-].[Na+].[Cl:4][C:5]1[C:9]([Cl:10])=[C:8]([CH3:11])[NH:7][C:6]=1[C:12]([NH:14][CH:15]1[CH2:20][CH2:19][N:18]([C:21]2[C:30]3[C:25](=[CH:26][CH:27]=[CH:28][CH:29]=3)[CH:24]=[C:23]([C:31]([O:33]C)=[O:32])[N:22]=2)[CH2:17][CH2:16]1)=[O:13].Cl, predict the reaction product.